Dataset: Reaction yield outcomes from USPTO patents with 853,638 reactions. Task: Predict the reaction yield, written as a fraction of the theoretical maximum amount of product (1.0 means a 100% yield; for example, 0.34 means a 34% yield). The reactants are C([N:8]1[CH:12]=[C:11]([C:13]2[CH:14]=[C:15]3[C:20](=[CH:21][CH:22]=2)[N:19]([C:23](=[O:25])[CH3:24])[C@@H:18]([CH:26]2[CH2:28][CH2:27]2)[C@H:17]([CH3:29])[C@H:16]3[NH:30][C:31]2[N:36]=[C:35]([CH3:37])[CH:34]=[CH:33][N:32]=2)[CH:10]=[N:9]1)C1C=CC=CC=1.C(O)=O. The catalyst is C(O)C.[Pd]. The product is [CH:26]1([C@H:18]2[C@H:17]([CH3:29])[C@@H:16]([NH:30][C:31]3[N:36]=[C:35]([CH3:37])[CH:34]=[CH:33][N:32]=3)[C:15]3[C:20](=[CH:21][CH:22]=[C:13]([C:11]4[CH:12]=[N:8][NH:9][CH:10]=4)[CH:14]=3)[N:19]2[C:23](=[O:25])[CH3:24])[CH2:28][CH2:27]1. The yield is 0.120.